This data is from Full USPTO retrosynthesis dataset with 1.9M reactions from patents (1976-2016). The task is: Predict the reactants needed to synthesize the given product. Given the product [C:27]([O:31][C:32]([N:34]1[CH2:39][CH2:38][CH2:37][C@@H:36]([NH:40][C:24]([C:21]2[C:17]3[N:18]=[CH:19][N:20]=[C:15]([C:7]4[CH:8]=[C:9]([O:13][CH3:14])[C:10]([F:12])=[CH:11][C:6]=4[O:5][CH2:4][CH:1]4[CH2:2][CH2:3]4)[C:16]=3[NH:23][CH:22]=2)=[O:26])[CH2:35]1)=[O:33])([CH3:30])([CH3:28])[CH3:29], predict the reactants needed to synthesize it. The reactants are: [CH:1]1([CH2:4][O:5][C:6]2[CH:11]=[C:10]([F:12])[C:9]([O:13][CH3:14])=[CH:8][C:7]=2[C:15]2[C:16]3[NH:23][CH:22]=[C:21]([C:24]([OH:26])=O)[C:17]=3[N:18]=[CH:19][N:20]=2)[CH2:3][CH2:2]1.[C:27]([O:31][C:32]([N:34]1[CH2:39][CH2:38][CH2:37][C@@H:36]([NH2:40])[CH2:35]1)=[O:33])([CH3:30])([CH3:29])[CH3:28].